Predict the reaction yield, written as a fraction of the theoretical maximum amount of product (1.0 means a 100% yield; for example, 0.34 means a 34% yield). From a dataset of Reaction yield outcomes from USPTO patents with 853,638 reactions. (1) The reactants are [N:1]([C:4]1[CH:9]=[CH:8][C:7]([B:10]2[O:14][C:13]([CH3:16])([CH3:15])[C:12]([CH3:18])([CH3:17])[O:11]2)=[CH:6][CH:5]=1)=[C:2]=[O:3].[CH3:19][NH2:20].C1COCC1. The catalyst is C1COCC1. The product is [CH3:19][NH:20][C:2]([NH:1][C:4]1[CH:9]=[CH:8][C:7]([B:10]2[O:14][C:13]([CH3:16])([CH3:15])[C:12]([CH3:18])([CH3:17])[O:11]2)=[CH:6][CH:5]=1)=[O:3]. The yield is 0.900. (2) The catalyst is CS(C)=O. The reactants are [CH2:1]([O:3][C:4](=[O:12])[C:5](=O)[C:6]1[S:7][CH:8]=[CH:9][CH:10]=1)[CH3:2].[CH2:13]([O:15][C:16](=[O:22])[CH2:17][C:18]([NH:20][NH2:21])=[O:19])[CH3:14].C(O)(C(F)(F)F)=O. The product is [CH2:1]([O:3][C:4](=[O:12])[C:5](=[N:21][NH:20][C:18](=[O:19])[CH2:17][C:16]([O:15][CH2:13][CH3:14])=[O:22])[C:6]1[S:7][CH:8]=[CH:9][CH:10]=1)[CH3:2]. The yield is 0.850. (3) The reactants are C[O:2][C:3](=[O:37])[C:4]1[CH:9]=[C:8](N)[CH:7]=[C:6]([N:11]2[C:15]([CH3:16])=[CH:14][CH:13]=[C:12]2[C:17]2[CH:22]=[C:21]([C:23]([F:26])([F:25])[F:24])[CH:20]=[CH:19][C:18]=2[O:27][CH2:28][C:29]2[CH:34]=[CH:33][C:32]([F:35])=[CH:31][C:30]=2[F:36])[CH:5]=1.N1C=CC=CC=1.[CH3:44][S:45](Cl)(=[O:47])=[O:46]. The catalyst is C(Cl)Cl.CN(C)C1C=CN=CC=1. The product is [F:24][C:23]([F:26])([F:25])[C:21]1[CH:20]=[CH:19][C:18]([O:27][CH2:28][C:29]2[CH:34]=[CH:33][C:32]([F:35])=[CH:31][C:30]=2[F:36])=[C:17]([C:12]2[N:11]([C:6]3[CH:5]=[C:4]([CH:9]=[C:8]([S:45]([CH3:44])(=[O:47])=[O:46])[CH:7]=3)[C:3]([OH:2])=[O:37])[C:15]([CH3:16])=[CH:14][CH:13]=2)[CH:22]=1. The yield is 0.860. (4) The reactants are [CH2:1]([C:3]1[CH:8]=[CH:7][C:6]([C:9]2[NH:10][C:11](=[S:14])[NH:12][N:13]=2)=[C:5]([CH3:15])[CH:4]=1)[CH3:2].Br.Br[CH2:18][C:19]1[CH:24]=[CH:23][CH:22]=[CH:21][N:20]=1. No catalyst specified. The product is [CH2:1]([C:3]1[CH:8]=[CH:7][C:6]([C:9]2[NH:13][N:12]=[C:11]([S:14][CH2:18][C:19]3[CH:24]=[CH:23][CH:22]=[CH:21][N:20]=3)[N:10]=2)=[C:5]([CH3:15])[CH:4]=1)[CH3:2]. The yield is 0.390. (5) The reactants are CO.C[O:4][C:5]([C:7]1[C:11]2[CH:12]=[CH:13][CH:14]=[CH:15][C:10]=2[S:9][CH:8]=1)=[O:6].[OH-].[Li+].Cl. The catalyst is O.O1CCCC1. The product is [S:9]1[C:10]2[CH:15]=[CH:14][CH:13]=[CH:12][C:11]=2[C:7]([C:5]([OH:6])=[O:4])=[CH:8]1. The yield is 1.00.